The task is: Predict the reaction yield, written as a fraction of the theoretical maximum amount of product (1.0 means a 100% yield; for example, 0.34 means a 34% yield).. This data is from Reaction yield outcomes from USPTO patents with 853,638 reactions. (1) The reactants are Cl[C:2]1[CH:7]=[C:6]([O:8][C:9]2[CH:14]=[CH:13][C:12]([NH:15][C:16](=[O:22])[O:17][C:18]([CH3:21])([CH3:20])[CH3:19])=[C:11]([F:23])[CH:10]=2)[CH:5]=[CH:4][N:3]=1.[CH:24]1([C:27]([NH2:29])=[O:28])[CH2:26][CH2:25]1.C1(P(C2C=CC=CC=2)C2C=CC3C(=CC=CC=3)C=2C2C3C(=CC=CC=3)C=CC=2P(C2C=CC=CC=2)C2C=CC=CC=2)C=CC=CC=1.C([O-])([O-])=O.[Cs+].[Cs+]. The catalyst is O1CCOCC1.C1C=CC(/C=C/C(/C=C/C2C=CC=CC=2)=O)=CC=1.C1C=CC(/C=C/C(/C=C/C2C=CC=CC=2)=O)=CC=1.C1C=CC(/C=C/C(/C=C/C2C=CC=CC=2)=O)=CC=1.[Pd].[Pd]. The product is [CH:24]1([C:27]([NH:29][C:2]2[CH:7]=[C:6]([O:8][C:9]3[CH:14]=[CH:13][C:12]([NH:15][C:16](=[O:22])[O:17][C:18]([CH3:21])([CH3:20])[CH3:19])=[C:11]([F:23])[CH:10]=3)[CH:5]=[CH:4][N:3]=2)=[O:28])[CH2:26][CH2:25]1. The yield is 0.832. (2) The reactants are [Si:1]([O:8][CH2:9][CH:10]1[CH2:15][CH2:14][N:13]([CH:16]([C:21]2[CH:26]=[C:25]([Cl:27])[CH:24]=[C:23]([Cl:28])[CH:22]=2)[C:17]([O:19][CH3:20])=[O:18])[CH2:12][CH2:11]1)([C:4]([CH3:7])([CH3:6])[CH3:5])([CH3:3])[CH3:2].[CH3:29][Si]([N-][Si](C)(C)C)(C)C.[Na+].CI. The catalyst is C1COCC1.CCOC(C)=O.[Cl-].[Na+].O. The product is [Si:1]([O:8][CH2:9][CH:10]1[CH2:11][CH2:12][N:13]([C:16]([C:21]2[CH:26]=[C:25]([Cl:27])[CH:24]=[C:23]([Cl:28])[CH:22]=2)([CH3:29])[C:17]([O:19][CH3:20])=[O:18])[CH2:14][CH2:15]1)([C:4]([CH3:6])([CH3:7])[CH3:5])([CH3:3])[CH3:2]. The yield is 0.820. (3) The reactants are Br[C:2]1[N:10]([CH2:11][O:12][CH2:13][CH2:14][Si:15]([CH3:18])([CH3:17])[CH3:16])[C:9]2[C:8](=[O:19])[N:7]([CH3:20])[C:6](=[O:21])[N:5]([CH3:22])[C:4]=2[N:3]=1.O.O.O.O.O.O.O.O.O.[S-2:32].[Na+].[Na+]. The catalyst is CN(C=O)C. The product is [SH:32][C:2]1[N:10]([CH2:11][O:12][CH2:13][CH2:14][Si:15]([CH3:18])([CH3:17])[CH3:16])[C:9]2[C:8](=[O:19])[N:7]([CH3:20])[C:6](=[O:21])[N:5]([CH3:22])[C:4]=2[N:3]=1. The yield is 0.928. (4) The reactants are [N:1]12[CH2:9][CH2:8][CH:5]([CH2:6][CH2:7]1)[NH:4][C:3](=O)[CH2:2]2.O1CCOCC1. The catalyst is O. The product is [N:1]12[CH2:9][CH2:8][CH:5]([CH2:6][CH2:7]1)[NH:4][CH2:3][CH2:2]2. The yield is 0.780. (5) The reactants are [F:1][C:2]1[C:11]([CH3:12])=[C:10]2[C:5]([CH:6]=[CH:7][C:8](=[O:13])[NH:9]2)=[CH:4][CH:3]=1.[CH3:14]C(C)([O-])C.[K+].CI.O. The catalyst is CS(C)=O. The product is [F:1][C:2]1[C:11]([CH3:12])=[C:10]2[C:5]([CH:6]=[CH:7][C:8]([O:13][CH3:14])=[N:9]2)=[CH:4][CH:3]=1. The yield is 0.740. (6) The reactants are CN(C)[CH:3]1[C:14]2[C:6](=[CH:7][CH:8]=[C:9]3[C:13]=2[S:12](=C)[CH:11]=[N:10]3)[NH:5][C:4]1=[O:16].[CH2:18]([OH:20])[CH3:19]. The catalyst is C(OCC)C. The product is [CH3:4][N:5]([C:6]1[CH:14]=[CH:13][C:9]([NH:10]/[CH:11]=[C:3]2\[C:4](=[O:16])[NH:5][C:6]3[C:14]\2=[C:13]2[S:12][CH:11]=[N:10][C:9]2=[CH:8][CH:7]=3)=[CH:8][CH:7]=1)[C:18](=[O:20])[CH3:19]. The yield is 0.640. (7) The reactants are C1([O:7][C:8](=O)[N:9]([C:19]2[CH:24]=[C:23]([O:25][C:26]3[CH:31]=[CH:30][C:29]([NH:32][C:33]([C:35]4([C:38](=[O:46])[NH:39][C:40]5[CH:45]=[CH:44][CH:43]=[CH:42][CH:41]=5)[CH2:37][CH2:36]4)=[O:34])=[C:28]([F:47])[CH:27]=3)[CH:22]=[CH:21][N:20]=2)C(OC2C=CC=CC=2)=O)C=CC=CC=1.[CH3:49][N:50]1[CH2:55][CH2:54][N:53]([CH:56]2[CH2:61][CH2:60][NH:59][CH2:58][CH2:57]2)[CH2:52][CH2:51]1. The catalyst is CN(C)C=O. The product is [F:47][C:28]1[CH:27]=[C:26]([O:25][C:23]2[CH:22]=[CH:21][N:20]=[C:19]([NH:9][C:8]([N:59]3[CH2:58][CH2:57][CH:56]([N:53]4[CH2:52][CH2:51][N:50]([CH3:49])[CH2:55][CH2:54]4)[CH2:61][CH2:60]3)=[O:7])[CH:24]=2)[CH:31]=[CH:30][C:29]=1[NH:32][C:33]([C:35]1([C:38]([NH:39][C:40]2[CH:41]=[CH:42][CH:43]=[CH:44][CH:45]=2)=[O:46])[CH2:37][CH2:36]1)=[O:34]. The yield is 0.300.